This data is from Full USPTO retrosynthesis dataset with 1.9M reactions from patents (1976-2016). The task is: Predict the reactants needed to synthesize the given product. (1) Given the product [CH:29]1([C:32]([NH:27][C:23]2[CH:22]=[CH:21][CH:20]=[C:19]3[C:24]=2[C:25](=[O:26])[N:17]([CH:11]([C:5]2[CH:6]=[CH:7][C:8]([O:9][CH3:10])=[C:3]([O:2][CH3:1])[CH:4]=2)[CH2:12][S:13]([CH3:16])(=[O:14])=[O:15])[C:18]3=[O:28])=[O:33])[CH2:31][CH2:30]1, predict the reactants needed to synthesize it. The reactants are: [CH3:1][O:2][C:3]1[CH:4]=[C:5]([CH:11]([N:17]2[C:25](=[O:26])[C:24]3[C:19](=[CH:20][CH:21]=[CH:22][C:23]=3[NH2:27])[C:18]2=[O:28])[CH2:12][S:13]([CH3:16])(=[O:15])=[O:14])[CH:6]=[CH:7][C:8]=1[O:9][CH3:10].[CH:29]1([C:32](Cl)=[O:33])[CH2:31][CH2:30]1.C(O)C. (2) Given the product [C:7]([O:5][CH2:4][C@H:3]([CH3:6])[CH2:2][Br:1])(=[O:9])[CH3:8], predict the reactants needed to synthesize it. The reactants are: [Br:1][CH2:2][C@@H:3]([CH3:6])[CH2:4][OH:5].[C:7](OC(=O)C)(=[O:9])[CH3:8].O.C(OCC)(=O)C. (3) Given the product [O:3]=[C:4]1[CH2:9][CH2:8][N:7]([CH2:20][C:21]2[CH:22]=[CH:23][C:24]([C:25]([NH:27][C:28]3[CH:29]=[CH:30][C:31]([O:34][C:35](=[O:44])[N:36]([CH3:43])[C:37]4[CH:42]=[CH:41][CH:40]=[CH:39][CH:38]=4)=[N:32][CH:33]=3)=[O:26])=[CH:45][CH:46]=2)[CH2:6][CH2:5]1, predict the reactants needed to synthesize it. The reactants are: Cl.O.[O:3]=[C:4]1[CH2:9][CH2:8][NH:7][CH2:6][CH2:5]1.C(N(C(C)C)C(C)C)C.Cl[CH2:20][C:21]1[CH:46]=[CH:45][C:24]([C:25]([NH:27][C:28]2[CH:29]=[CH:30][C:31]([O:34][C:35](=[O:44])[N:36]([CH3:43])[C:37]3[CH:42]=[CH:41][CH:40]=[CH:39][CH:38]=3)=[N:32][CH:33]=2)=[O:26])=[CH:23][CH:22]=1. (4) Given the product [CH3:1][O:2][C:3]([C:5]1[C:10]([CH:11]([F:32])[CH2:12][Br:24])=[C:9]([NH2:13])[N:8]=[C:7]([C:14]2[CH:19]=[CH:18][C:17]([Cl:20])=[C:16]([O:21][CH3:22])[C:15]=2[F:33])[N:6]=1)=[O:4], predict the reactants needed to synthesize it. The reactants are: [CH3:1][O:2][C:3]([C:5]1[C:10]([CH:11]=[CH2:12])=[C:9]([NH2:13])[N:8]=[C:7]([C:14]2[CH:19]=[CH:18][C:17]([Cl:20])=[C:16]([O:21][CH3:22])[C:15]=2F)[N:6]=1)=[O:4].[Br:24]N1C(=O)CCC1=O.[FH:32].[FH:33].F.C(N(CC)CC)C.C(=O)(O)[O-].[Na+].